This data is from Full USPTO retrosynthesis dataset with 1.9M reactions from patents (1976-2016). The task is: Predict the reactants needed to synthesize the given product. (1) Given the product [F:1][C:2]1[CH:7]=[CH:6][C:5]([O:8][CH3:9])=[CH:4][C:3]=1[C:10]1[CH:11]=[CH:12][C:13]([CH:21]=[O:22])=[N:14][C:15]=1[CH2:16][C:17]([CH3:18])([CH3:20])[CH3:19], predict the reactants needed to synthesize it. The reactants are: [F:1][C:2]1[CH:7]=[CH:6][C:5]([O:8][CH3:9])=[CH:4][C:3]=1[C:10]1[CH:11]=[CH:12][C:13]([CH2:21][OH:22])=[N:14][C:15]=1[CH2:16][C:17]([CH3:20])([CH3:19])[CH3:18].C(N(CC)CC)C.O. (2) Given the product [CH2:3]([O:7][C:9]1[CH:14]=[C:13]([CH2:15][C:16]2[C:21]([F:22])=[CH:20][CH:19]=[C:18]([F:23])[C:17]=2[Cl:24])[N:12]=[CH:11][N:10]=1)[C:4]#[C:5][CH3:6], predict the reactants needed to synthesize it. The reactants are: [H-].[Na+].[CH2:3]([OH:7])[C:4]#[C:5][CH3:6].Cl[C:9]1[CH:14]=[C:13]([CH2:15][C:16]2[C:21]([F:22])=[CH:20][CH:19]=[C:18]([F:23])[C:17]=2[Cl:24])[N:12]=[CH:11][N:10]=1.[Cl-].[NH4+]. (3) Given the product [Cl:3][C:4]1[C:9]([F:10])=[CH:8][CH:7]=[CH:6][C:5]=1[C:11]1[CH:16]=[CH:15][C:14]([C:17]([OH:19])=[O:18])=[CH:13][C:12]=1[CH2:21][O:22][CH3:23], predict the reactants needed to synthesize it. The reactants are: [OH-].[Na+].[Cl:3][C:4]1[C:9]([F:10])=[CH:8][CH:7]=[CH:6][C:5]=1[C:11]1[CH:16]=[CH:15][C:14]([C:17]([O:19]C)=[O:18])=[CH:13][C:12]=1[CH2:21][O:22][CH3:23]. (4) Given the product [CH3:59][O:58][C:55]1[N:54]=[CH:53][C:52]([CH2:51][O:50][C:41]2[C:42]3[C:47](=[CH:46][CH:45]=[CH:44][CH:43]=3)[CH:48]=[CH:49][C:40]=2[C:38]([NH:37][C:33]([CH3:36])([CH2:34][CH3:35])[C:32]([OH:60])=[O:31])=[O:39])=[CH:57][CH:56]=1, predict the reactants needed to synthesize it. The reactants are: COC1N=CC(COC2C3C(=CC=CC=3)C=CC=2C(NC(C)(C)C(O)=O)=O)=CC=1.C[O:31][C:32](=[O:60])[C:33]([NH:37][C:38]([C:40]1[CH:49]=[CH:48][C:47]2[C:42](=[CH:43][CH:44]=[CH:45][CH:46]=2)[C:41]=1[O:50][CH2:51][C:52]1[CH:53]=[N:54][C:55]([O:58][CH3:59])=[CH:56][CH:57]=1)=[O:39])([CH3:36])[CH2:34][CH3:35]. (5) Given the product [CH3:1][O:2][C:3]1[C:8]([O:9][CH3:10])=[CH:7][C:6]([C:11]2[C:15]([C:16]3[CH:21]=[CH:20][C:19]([O:22][CH3:23])=[C:18]([O:24][CH3:25])[CH:17]=3)=[C:14]([C:26]([O:28][CH3:29])=[O:27])[N:13]([CH2:44][CH2:43][C:42]3[CH:46]=[CH:47][C:48]([O:49][CH3:50])=[C:40]([O:39][CH3:38])[CH:41]=3)[C:12]=2[C:30]([O:32][CH3:33])=[O:31])=[C:5]([O:34][CH2:35][O:36][CH3:37])[CH:4]=1, predict the reactants needed to synthesize it. The reactants are: [CH3:1][O:2][C:3]1[C:8]([O:9][CH3:10])=[CH:7][C:6]([C:11]2[C:15]([C:16]3[CH:21]=[CH:20][C:19]([O:22][CH3:23])=[C:18]([O:24][CH3:25])[CH:17]=3)=[C:14]([C:26]([O:28][CH3:29])=[O:27])[NH:13][C:12]=2[C:30]([O:32][CH3:33])=[O:31])=[C:5]([O:34][CH2:35][O:36][CH3:37])[CH:4]=1.[CH3:38][O:39][C:40]1[CH:41]=[C:42]([CH:46]=[CH:47][C:48]=1[O:49][CH3:50])[CH2:43][CH2:44]Br.C([O-])([O-])=O.[K+].[K+].CCOC(C)=O.C(Cl)Cl. (6) Given the product [Cl:35][C:6]1[N:5]=[C:4]([C:10]2[N:11]=[C:12]3[C:17]([C:16]([NH:20][C:21]4[CH:26]=[CH:25][C:24]([C:27]([F:30])([F:29])[F:28])=[CH:23][N:22]=4)=[CH:15][CH:14]=[N:13]3)=[CH:18][CH:19]=2)[C:3]([C:2]([F:32])([F:31])[F:1])=[CH:8][N:7]=1, predict the reactants needed to synthesize it. The reactants are: [F:1][C:2]([F:32])([F:31])[C:3]1[C:4]([C:10]2[CH:19]=[CH:18][C:17]3[C:12](=[N:13][CH:14]=[CH:15][C:16]=3[NH:20][C:21]3[CH:26]=[CH:25][C:24]([C:27]([F:30])([F:29])[F:28])=[CH:23][N:22]=3)[N:11]=2)=[N:5][C:6](O)=[N:7][CH:8]=1.O=P(Cl)(Cl)[Cl:35]. (7) Given the product [CH3:26][O:27][C:28](=[O:59])[N:29]=[C:30]([S:57][CH3:58])[C:31]([C:45]1[CH:46]=[C:47]([O:55][CH3:56])[C:48]2[O:52][CH2:51][CH:24]([O:23][CH3:25])[C:49]=2[CH:54]=1)=[N:32][C:33]1[CH:38]=[CH:37][C:36]([C:39]2[N:43]=[C:42]([CH3:44])[O:41][N:40]=2)=[CH:35][CH:34]=1, predict the reactants needed to synthesize it. The reactants are: CN(C)C1C2C(=CC=CC=2N(C)C)C=CC=1.F[B-](F)(F)F.C[O+:23]([CH3:25])[CH3:24].[CH3:26][O:27][C:28](=[O:59])[N:29]=[C:30]([S:57][CH3:58])[C:31]([C:45]1[CH:46]=[C:47]([O:55][CH3:56])[C:48]2[O:52][CH2:51]C(O)[C:49]=2[CH:54]=1)=[N:32][C:33]1[CH:38]=[CH:37][C:36]([C:39]2[N:43]=[C:42]([CH3:44])[O:41][N:40]=2)=[CH:35][CH:34]=1.C(=O)([O-])O.[Na+]. (8) The reactants are: Cl[C:2]1[C:3]2[NH:10][C:9]([CH3:11])=[C:8]([C:12]([O:14][CH2:15][CH3:16])=[O:13])[C:4]=2[N:5]=[CH:6][N:7]=1.[CH2:17]([O:19][C:20]1[CH:25]=[CH:24][C:23]([F:26])=[CH:22][C:21]=1B(O)O)[CH3:18]. Given the product [CH2:17]([O:19][C:20]1[CH:25]=[CH:24][C:23]([F:26])=[CH:22][C:21]=1[C:2]1[C:3]2[NH:10][C:9]([CH3:11])=[C:8]([C:12]([O:14][CH2:15][CH3:16])=[O:13])[C:4]=2[N:5]=[CH:6][N:7]=1)[CH3:18], predict the reactants needed to synthesize it. (9) The reactants are: Br[C:2]1[S:6][C:5]([CH2:7][CH3:8])=[C:4]([C:9]([O:11][CH2:12][CH3:13])=[O:10])[CH:3]=1.[CH:14]([Mg]Br)([CH3:16])[CH3:15].O1CCC[CH2:20]1.[Cl-].[NH4+]. Given the product [CH2:7]([C:5]1[S:6][C:2]([CH2:15][CH:14]([CH3:16])[CH3:20])=[CH:3][C:4]=1[C:9]([O:11][CH2:12][CH3:13])=[O:10])[CH3:8], predict the reactants needed to synthesize it.